From a dataset of Forward reaction prediction with 1.9M reactions from USPTO patents (1976-2016). Predict the product of the given reaction. (1) Given the reactants [CH3:1][C:2]1[CH:9]=[CH:8][C:5]([CH:6]=O)=[CH:4][C:3]=1[N+:10]([O-])=O.S(=O)(=O)(O)[O-].[Na+].[C:19]1([NH2:26])[CH:24]=[CH:23][CH:22]=[CH:21][C:20]=1[NH2:25], predict the reaction product. The product is: [NH:25]1[C:20]2[CH:21]=[CH:22][CH:23]=[CH:24][C:19]=2[N:26]=[C:6]1[C:5]1[CH:8]=[CH:9][C:2]([CH3:1])=[C:3]([NH2:10])[CH:4]=1. (2) Given the reactants [C:1]([OH:13])(=O)[C:2]1[CH:11]=[CH:10][C:9]2[C:4](=[CH:5][CH:6]=[CH:7][CH:8]=2)[N:3]=1.CN(C(ON1N=NC2C=CC=NC1=2)=[N+](C)C)C.F[P-](F)(F)(F)(F)F.C(N(C(C)C)CC)(C)C.[NH2:47][CH2:48][CH2:49][NH:50][C:51]1[N:56]=[C:55]([C:57]2[CH:62]=[CH:61][C:60]([Cl:63])=[CH:59][CH:58]=2)[N:54]=[C:53]([NH:64][CH2:65][CH2:66][NH:67][C:68](=[O:70])[CH3:69])[CH:52]=1, predict the reaction product. The product is: [C:68]([NH:67][CH2:66][CH2:65][NH:64][C:53]1[N:54]=[C:55]([C:57]2[CH:62]=[CH:61][C:60]([Cl:63])=[CH:59][CH:58]=2)[N:56]=[C:51]([NH:50][CH2:49][CH2:48][NH:47][C:1]([C:2]2[CH:11]=[CH:10][C:9]3[C:4](=[CH:5][CH:6]=[CH:7][CH:8]=3)[N:3]=2)=[O:13])[CH:52]=1)(=[O:70])[CH3:69]. (3) The product is: [F:31][C:32]1[N:43]=[CH:42][CH:41]=[CH:40][C:33]=1[C:34]([C:8]1[C:17]2[C:12](=[CH:13][CH:14]=[CH:15][CH:16]=2)[CH:11]=[C:10]([N:18]2[CH2:19][CH2:20][N:21]([C:24]([O:26][C:27]([CH3:30])([CH3:29])[CH3:28])=[O:25])[CH2:22][CH2:23]2)[N:9]=1)=[O:35]. Given the reactants CN(C)CCO.[Li].[CH:8]1[C:17]2[C:12](=[CH:13][CH:14]=[CH:15][CH:16]=2)[CH:11]=[C:10]([N:18]2[CH2:23][CH2:22][N:21]([C:24]([O:26][C:27]([CH3:30])([CH3:29])[CH3:28])=[O:25])[CH2:20][CH2:19]2)[N:9]=1.[F:31][C:32]1[N:43]=[CH:42][CH:41]=[CH:40][C:33]=1[C:34](N(OC)C)=[O:35], predict the reaction product.